The task is: Predict the reaction yield, written as a fraction of the theoretical maximum amount of product (1.0 means a 100% yield; for example, 0.34 means a 34% yield).. This data is from Reaction yield outcomes from USPTO patents with 853,638 reactions. (1) The reactants are [CH3:1][C:2]([C:5]([C:7]1[CH:8]=[C:9]([CH:14]=[CH:15][C:16]=1OS(C(F)(F)F)(=O)=O)[C:10]([O:12][CH3:13])=[O:11])=[CH2:6])([CH3:4])[CH3:3].CN(C=O)C.[F:30][C:31]1[CH:36]=[CH:35][C:34]([O:37][CH3:38])=[CH:33][C:32]=1B(O)O.C(=O)([O-])[O-].[K+].[K+]. The catalyst is O.C1C=CC([P]([Pd]([P](C2C=CC=CC=2)(C2C=CC=CC=2)C2C=CC=CC=2)([P](C2C=CC=CC=2)(C2C=CC=CC=2)C2C=CC=CC=2)[P](C2C=CC=CC=2)(C2C=CC=CC=2)C2C=CC=CC=2)(C2C=CC=CC=2)C2C=CC=CC=2)=CC=1. The product is [CH3:4][C:2]([C:5]([C:7]1[CH:8]=[C:9]([C:10]([O:12][CH3:13])=[O:11])[CH:14]=[CH:15][C:16]=1[C:32]1[CH:33]=[C:34]([O:37][CH3:38])[CH:35]=[CH:36][C:31]=1[F:30])=[CH2:6])([CH3:1])[CH3:3]. The yield is 0.190. (2) The reactants are [N+:1]([C:4]1[CH:9]=[CH:8][N:7]=[C:6]([CH:10]2[CH2:15][CH2:14][O:13][CH2:12][CH2:11]2)[CH:5]=1)([O-])=O.[H][H]. The catalyst is CO.[Pd]. The product is [O:13]1[CH2:14][CH2:15][CH:10]([C:6]2[CH:5]=[C:4]([NH2:1])[CH:9]=[CH:8][N:7]=2)[CH2:11][CH2:12]1. The yield is 0.910. (3) The reactants are [CH:1]([C:4]1[N:8]2[CH:9]=[C:10]([C:13]#[CH:14])[CH:11]=[CH:12][C:7]2=[N:6][N:5]=1)([CH3:3])[CH3:2].CN(CCN(C)C)C.Br[C:24]1[CH:29]=[CH:28][CH:27]=[C:26]([CH3:30])[N:25]=1. The catalyst is [Pd](Cl)Cl.C1(P(C2C=CC=CC=2)C2C=CC=CC=2)C=CC=CC=1.C1(P(C2C=CC=CC=2)C2C=CC=CC=2)C=CC=CC=1.[Cu](I)I.C1COCC1. The product is [CH:1]([C:4]1[N:8]2[CH:9]=[C:10]([C:13]#[C:14][C:24]3[CH:29]=[CH:28][CH:27]=[C:26]([CH3:30])[N:25]=3)[CH:11]=[CH:12][C:7]2=[N:6][N:5]=1)([CH3:3])[CH3:2]. The yield is 0.380. (4) The reactants are [Br:1][C:2]1[CH:7]=[C:6]([F:8])[CH:5]=[CH:4][C:3]=1OCC(C)=C.[CH3:14][CH2:15][CH2:16]CCC.[CH:20]([OH:22])=O.O. The catalyst is CN1CCCC1=O.C(OCC)(=O)C. The product is [Br:1][C:2]1[C:20]2[O:22][C:15]([CH3:16])([CH3:14])[CH2:3][C:4]=2[CH:5]=[C:6]([F:8])[CH:7]=1. The yield is 0.570. (5) The reactants are Br[C:2]1[CH:7]=[CH:6][C:5]([C@@H:8]([N:10]2[CH2:15][CH2:14][C@:13]([CH2:22][C:23]([OH:26])([CH3:25])[CH3:24])([C:16]3[CH:21]=[CH:20][CH:19]=[CH:18][CH:17]=3)[O:12][C:11]2=[O:27])[CH3:9])=[CH:4][CH:3]=1.[CH3:28][C:29]1([CH3:45])[C:33]([CH3:35])([CH3:34])[O:32][B:31]([B:31]2[O:32][C:33]([CH3:35])([CH3:34])[C:29]([CH3:45])([CH3:28])[O:30]2)[O:30]1.CC([O-])=O.[K+]. The catalyst is CS(C)=O.C1C=CC(P([C]2[CH][CH][CH][CH]2)C2C=CC=CC=2)=CC=1.C1C=CC(P([C]2[CH][CH][CH][CH]2)C2C=CC=CC=2)=CC=1.Cl[Pd]Cl.[Fe]. The product is [OH:26][C:23]([CH3:25])([CH3:24])[CH2:22][C@@:13]1([C:16]2[CH:21]=[CH:20][CH:19]=[CH:18][CH:17]=2)[O:12][C:11](=[O:27])[N:10]([C@H:8]([C:5]2[CH:6]=[CH:7][C:2]([B:31]3[O:32][C:33]([CH3:35])([CH3:34])[C:29]([CH3:45])([CH3:28])[O:30]3)=[CH:3][CH:4]=2)[CH3:9])[CH2:15][CH2:14]1. The yield is 0.600. (6) The reactants are [Cl:1][C:2]1[CH:7]=[CH:6][C:5]([S:8][CH2:9][CH2:10][C:11](O)=[O:12])=[C:4]([NH:14][S:15]([C:18]2[CH:23]=[CH:22][C:21]([Cl:24])=[CH:20][C:19]=2[F:25])(=[O:17])=[O:16])[CH:3]=1.[CH3:26][CH2:27][N:28]=[C:29]=NCCCN(C)C.Cl.C1C=CC2N(O)N=NC=2C=1.O.CNCC. The catalyst is CN(C=O)C.Cl. The product is [Cl:1][C:2]1[CH:7]=[CH:6][C:5]([S:8][CH2:9][CH2:10][C:11]([N:28]([CH2:27][CH3:26])[CH3:29])=[O:12])=[C:4]([NH:14][S:15]([C:18]2[CH:23]=[CH:22][C:21]([Cl:24])=[CH:20][C:19]=2[F:25])(=[O:17])=[O:16])[CH:3]=1. The yield is 0.830.